This data is from Reaction yield outcomes from USPTO patents with 853,638 reactions. The task is: Predict the reaction yield, written as a fraction of the theoretical maximum amount of product (1.0 means a 100% yield; for example, 0.34 means a 34% yield). (1) The reactants are Cl[C:2]1[N:7]=[C:6]([NH:8][C:9]2[CH:14]=[CH:13][C:12]3[O:15][CH2:16][CH2:17][O:18][C:11]=3[CH:10]=2)[C:5]([F:19])=[CH:4][N:3]=1.[NH2:20][C:21]1[CH:22]=[N:23][CH:24]=[CH:25][CH:26]=1.CC(C)([O-])C.[Na+].C1C=CC(P(C2C=CC3C(=CC=CC=3)C=2C2C3C(=CC=CC=3)C=CC=2P(C2C=CC=CC=2)C2C=CC=CC=2)C2C=CC=CC=2)=CC=1.C(N(CC)C(C)C)(C)C. The catalyst is C1(C)C=CC=CC=1.C([O-])(=O)C.[Pd+2].C([O-])(=O)C. The product is [CH2:17]1[CH2:16][O:15][C:12]2[CH:13]=[CH:14][C:9]([NH:8][C:6]3[C:5]([F:19])=[CH:4][N:3]=[C:2]([NH:20][C:21]4[CH:22]=[N:23][CH:24]=[CH:25][CH:26]=4)[N:7]=3)=[CH:10][C:11]=2[O:18]1. The yield is 0.140. (2) The reactants are [CH3:1][N:2]1[C:6](/[CH:7]=[CH:8]/[C:9]([O:11][CH3:12])=[O:10])=[N:5][C:4]([N:13]2[CH2:17][CH2:16][CH2:15][CH2:14]2)=[N:3]1. The catalyst is C(O)C. The product is [CH3:1][N:2]1[C:6]([CH2:7][CH2:8][C:9]([O:11][CH3:12])=[O:10])=[N:5][C:4]([N:13]2[CH2:14][CH2:15][CH2:16][CH2:17]2)=[N:3]1. The yield is 0.990.